From a dataset of Full USPTO retrosynthesis dataset with 1.9M reactions from patents (1976-2016). Predict the reactants needed to synthesize the given product. (1) Given the product [N+:10]([C:3]1[CH:2]=[N:1][N:5]2[CH:6]=[CH:7][CH:8]=[CH:9][C:4]=12)([O-:12])=[O:11], predict the reactants needed to synthesize it. The reactants are: [N:1]1[N:5]2[CH:6]=[CH:7][CH:8]=[CH:9][C:4]2=[CH:3][CH:2]=1.[N+:10]([O-])([O-:12])=[O:11].[NH4+].[OH-].[Na+].C(=O)(O)[O-].[Na+]. (2) Given the product [NH2:41][C@:6]([CH3:40])([CH2:7][CH2:8][C:9]1[N:10]([CH2:38][CH3:39])[C:11]([C:14](=[O:25])[CH2:15][CH2:16][CH2:17][C:18]2[CH:19]=[CH:20][C:21]([CH3:24])=[CH:22][CH:23]=2)=[CH:12][CH:13]=1)[CH2:5][OH:4], predict the reactants needed to synthesize it. The reactants are: C([O:4][CH2:5][C@@:6]([NH:41]C(=O)C)([CH3:40])[CH2:7][CH2:8][C:9]1[N:10]([CH2:38][CH3:39])[C:11]([C:14]([O:25]C(=O)CCCC2C=CC(C)=CC=2)=[CH:15][CH2:16][CH2:17][C:18]2[CH:23]=[CH:22][C:21]([CH3:24])=[CH:20][CH:19]=2)=[CH:12][CH:13]=1)(=O)C.O.[OH-].[Li+].C(Cl)Cl. (3) Given the product [C:1]([C:9](=[CH:15][NH:23][C:22]1[CH:24]=[CH:25][CH:26]=[CH:27][C:21]=1[C:20]([F:19])([F:28])[F:29])[C:10]([O:12][CH2:13][CH3:14])=[O:11])(=[O:8])[C:2]1[CH:3]=[CH:4][CH:5]=[CH:6][CH:7]=1, predict the reactants needed to synthesize it. The reactants are: [C:1]([C:9](=[CH:15]OCC)[C:10]([O:12][CH2:13][CH3:14])=[O:11])(=[O:8])[C:2]1[CH:7]=[CH:6][CH:5]=[CH:4][CH:3]=1.[F:19][C:20]([F:29])([F:28])[C:21]1[CH:27]=[CH:26][CH:25]=[CH:24][C:22]=1[NH2:23]. (4) The reactants are: Cl.[CH3:2][C@@H:3]1[C@@H:42]([OH:43])[C@@H:41]([CH3:44])[C@H:40]([CH3:45])[O:39][C:37](=[O:38])[CH2:36][C@H:35]([OH:46])[CH2:34][C@H:33]([OH:47])[CH2:32][CH2:31][C@@H:30]([OH:48])[C@H:29]([OH:49])[CH2:28][C@H:27]([OH:50])[CH2:26][C@@:24]2([OH:51])[O:25][C@H:20]([C@H:21]([C:53]([OH:55])=[O:54])[C@@H:22]([OH:52])[CH2:23]2)[CH2:19][C@@H:18]([O:56][C@@H:57]2[O:62][C@H:61]([CH3:63])[C@@H:60]([OH:64])[C@H:59]([NH2:65])[C@@H:58]2[OH:66])[CH:17]=[CH:16][CH:15]=[CH:14][CH:13]=[CH:12][CH:11]=[CH:10][CH:9]=[CH:8][CH:7]=[CH:6][CH:5]=[CH:4]1.[CH3:67][CH2:68][CH2:69][CH2:70][CH2:71][CH2:72][CH2:73][CH2:74][CH2:75][CH2:76][CH2:77][CH2:78][CH2:79][CH2:80][CH2:81][CH2:82][CH2:83][C:84]([O:86][CH2:87][CH:88]([O:100][C:101]([CH2:103][CH2:104][CH2:105][CH2:106][CH2:107][CH2:108][CH2:109][CH2:110][CH2:111][CH2:112][CH2:113][CH2:114][CH2:115][CH2:116][CH2:117][CH2:118][CH3:119])=[O:102])[CH2:89][O:90][P:91]([O:94][CH2:95][CH:96]([OH:99])[CH2:97][OH:98])([OH:93])=[O:92])=[O:85]. Given the product [CH3:2][C@@H:3]1[C@@H:42]([OH:43])[C@@H:41]([CH3:44])[C@H:40]([CH3:45])[O:39][C:37](=[O:38])[CH2:36][C@H:35]([OH:46])[CH2:34][C@H:33]([OH:47])[CH2:32][CH2:31][C@@H:30]([OH:48])[C@H:29]([OH:49])[CH2:28][C@H:27]([OH:50])[CH2:26][C@@:24]2([OH:51])[O:25][C@H:20]([C@H:21]([C:53]([OH:55])=[O:54])[C@@H:22]([OH:52])[CH2:23]2)[CH2:19][C@@H:18]([O:56][C@@H:57]2[O:62][C@H:61]([CH3:63])[C@@H:60]([OH:64])[C@H:59]([NH2:65])[C@@H:58]2[OH:66])[CH:17]=[CH:16][CH:15]=[CH:14][CH:13]=[CH:12][CH:11]=[CH:10][CH:9]=[CH:8][CH:7]=[CH:6][CH:5]=[CH:4]1.[CH3:67][CH2:68][CH2:69][CH2:70][CH2:71][CH2:72][CH2:73][CH2:74][CH2:75][CH2:76][CH2:77][CH2:78][CH2:79][CH2:80][CH2:81][CH2:82][CH2:83][C:84]([O:86][CH2:87][CH:88]([O:100][C:101]([CH2:103][CH2:104][CH2:105][CH2:106][CH2:107][CH2:108][CH2:109][CH2:110][CH2:111][CH2:112][CH2:113][CH2:114][CH2:115][CH2:116][CH2:117][CH2:118][CH3:119])=[O:102])[CH2:89][O:90][P:91]([O:94][CH2:95][CH:96]([OH:99])[CH2:97][OH:98])([OH:93])=[O:92])=[O:85], predict the reactants needed to synthesize it. (5) Given the product [N:15]1([CH2:14][CH2:13][CH2:12][N:8]2[C:9]3[C:4](=[CH:3][C:2]([NH:1][C:28]([C:24]4[S:23][CH:27]=[CH:26][CH:25]=4)=[NH:29])=[CH:11][CH:10]=3)[CH2:5][CH2:6][C:7]2=[O:21])[CH2:16][CH2:17][CH2:18][CH2:19][CH2:20]1, predict the reactants needed to synthesize it. The reactants are: [NH2:1][C:2]1[CH:3]=[C:4]2[C:9](=[CH:10][CH:11]=1)[N:8]([CH2:12][CH2:13][CH2:14][N:15]1[CH2:20][CH2:19][CH2:18][CH2:17][CH2:16]1)[C:7](=[O:21])[CH2:6][CH2:5]2.I.[S:23]1[CH:27]=[CH:26][CH:25]=[C:24]1[C:28](SC)=[NH:29]. (6) Given the product [CH3:1][C:2]1[CH:3]=[C:4]([CH:7]=[CH:8][CH:9]=1)[CH2:5][NH:6][CH2:1][C:2]1[CH:9]=[CH:8][CH:7]=[C:4]([CH3:5])[CH:3]=1, predict the reactants needed to synthesize it. The reactants are: [CH3:1][C:2]1[CH:3]=[C:4]([CH:7]=[CH:8][CH:9]=1)[CH2:5][NH2:6]. (7) The reactants are: S(Cl)([Cl:3])=O.[NH2:5][CH2:6][CH:7]([C:9]([OH:11])=[O:10])[OH:8].[CH2:12](O)[CH3:13]. Given the product [ClH:3].[CH2:12]([O:10][C:9](=[O:11])[CH:7]([OH:8])[CH2:6][NH2:5])[CH3:13], predict the reactants needed to synthesize it. (8) Given the product [C:32]([NH:2][C@H:3]1[CH2:8][CH2:7][C@H:6]([C:9]([NH:11][CH2:12][CH2:13][NH:14][C:15]([C:17]2[C:18]([C:28]([F:31])([F:30])[F:29])=[N:19][N:20]([C:22]3[CH:23]=[CH:24][CH:25]=[CH:26][CH:27]=3)[CH:21]=2)=[O:16])=[O:10])[CH2:5][CH2:4]1)(=[O:39])[C:33]1[CH:38]=[CH:37][CH:36]=[CH:35][CH:34]=1, predict the reactants needed to synthesize it. The reactants are: Cl.[NH2:2][C@H:3]1[CH2:8][CH2:7][C@H:6]([C:9]([NH:11][CH2:12][CH2:13][NH:14][C:15]([C:17]2[C:18]([C:28]([F:31])([F:30])[F:29])=[N:19][N:20]([C:22]3[CH:27]=[CH:26][CH:25]=[CH:24][CH:23]=3)[CH:21]=2)=[O:16])=[O:10])[CH2:5][CH2:4]1.[C:32](O)(=[O:39])[C:33]1[CH:38]=[CH:37][CH:36]=[CH:35][CH:34]=1.CCN=C=NCCCN(C)C.Cl.C1C=CC2N(O)N=NC=2C=1.O.C(N(CC)CC)C. (9) Given the product [Br:30][CH2:26][C:23]1[CH:24]=[CH:25][C:20]([CH2:19][O:18][Si:1]([C:14]([CH3:17])([CH3:16])[CH3:15])([C:8]2[CH:13]=[CH:12][CH:11]=[CH:10][CH:9]=2)[C:2]2[CH:7]=[CH:6][CH:5]=[CH:4][CH:3]=2)=[C:21]([CH3:28])[CH:22]=1, predict the reactants needed to synthesize it. The reactants are: [Si:1]([O:18][CH2:19][C:20]1[CH:25]=[CH:24][C:23]([CH2:26]O)=[CH:22][C:21]=1[CH3:28])([C:14]([CH3:17])([CH3:16])[CH3:15])([C:8]1[CH:13]=[CH:12][CH:11]=[CH:10][CH:9]=1)[C:2]1[CH:7]=[CH:6][CH:5]=[CH:4][CH:3]=1.P(Br)(Br)[Br:30]. (10) Given the product [ClH:1].[ClH:1].[CH:29]1([N:32]2[CH2:37][CH2:36][N:35]([C:13]([C:12]3[CH:11]=[CH:10][C:9]([CH2:8][N:2]4[CH2:3][CH2:4][O:5][CH2:6][CH2:7]4)=[CH:17][CH:16]=3)=[O:15])[CH2:34][CH2:33]2)[CH2:31][CH2:30]1, predict the reactants needed to synthesize it. The reactants are: [ClH:1].[N:2]1([CH2:8][C:9]2[CH:17]=[CH:16][C:12]([C:13]([OH:15])=O)=[CH:11][CH:10]=2)[CH2:7][CH2:6][O:5][CH2:4][CH2:3]1.O.ON1C2C=CC=CC=2N=N1.[CH:29]1([N:32]2[CH2:37][CH2:36][NH:35][CH2:34][CH2:33]2)[CH2:31][CH2:30]1.Cl.CN(C)CCCN=C=NCC.